Dataset: Reaction yield outcomes from USPTO patents with 853,638 reactions. Task: Predict the reaction yield, written as a fraction of the theoretical maximum amount of product (1.0 means a 100% yield; for example, 0.34 means a 34% yield). (1) The reactants are [NH2:1][C:2]1[CH:3]=[C:4]([NH:13][C:14](=[O:16])[CH3:15])[CH:5]=[C:6]([N:8]2[CH:12]=[CH:11][CH:10]=[CH:9]2)[CH:7]=1.[Br:17][C:18]1[CH:23]=[CH:22][C:21](F)=[C:20]([N+:25]([O-:27])=[O:26])[CH:19]=1.[F-].[K+]. The catalyst is CN(C=O)C. The product is [Br:17][C:18]1[CH:23]=[CH:22][C:21]([NH:1][C:2]2[CH:3]=[C:4]([NH:13][C:14](=[O:16])[CH3:15])[CH:5]=[C:6]([N:8]3[CH:9]=[CH:10][CH:11]=[CH:12]3)[CH:7]=2)=[C:20]([N+:25]([O-:27])=[O:26])[CH:19]=1. The yield is 0.630. (2) The reactants are [CH3:1][CH:2]([N:4]1[C:8]2[N:9]=[C:10]([CH2:18][CH2:19][CH3:20])[CH:11]=[C:12]([C:13]([O:15]CC)=[O:14])[C:7]=2[CH:6]=[N:5]1)[CH3:3].[OH-].[Na+]. The catalyst is C(O)C.C1COCC1. The product is [CH3:3][CH:2]([N:4]1[C:8]2[N:9]=[C:10]([CH2:18][CH2:19][CH3:20])[CH:11]=[C:12]([C:13]([OH:15])=[O:14])[C:7]=2[CH:6]=[N:5]1)[CH3:1]. The yield is 0.890. (3) The yield is 0.228. The catalyst is [OH-].[Na+]. The product is [CH:13]1([CH:16]=[CH:11][C:10]([C:3]2[CH:4]=[CH:5][C:6]([O:8][CH3:9])=[CH:7][C:2]=2[OH:1])=[O:12])[CH2:15][CH2:14]1. The reactants are [OH:1][C:2]1[CH:7]=[C:6]([O:8][CH3:9])[CH:5]=[CH:4][C:3]=1[C:10](=[O:12])[CH3:11].[CH:13]1([CH:16]=O)[CH2:15][CH2:14]1.Cl. (4) The reactants are [CH3:1][O:2][C:3]([C:5]1[C:22]([NH:23][C:24]2[CH:29]=[CH:28][C:27]([Br:30])=[CH:26][C:25]=2[Cl:31])=[C:21]([F:32])[C:8]2[N:9]=[CH:10][N:11]([CH2:12][CH2:13][C:14]([O:16]C(C)(C)C)=[O:15])[C:7]=2[CH:6]=1)=[O:4].[C:33]([OH:39])([C:35]([F:38])([F:37])[F:36])=[O:34]. The catalyst is C(Cl)Cl. The product is [OH:39][C:33]([C:35]([F:38])([F:37])[F:36])=[O:34].[CH3:1][O:2][C:3]([C:5]1[C:22]([NH:23][C:24]2[CH:29]=[CH:28][C:27]([Br:30])=[CH:26][C:25]=2[Cl:31])=[C:21]([F:32])[C:8]2[N:9]=[CH:10][N:11]([CH2:12][CH2:13][C:14]([OH:16])=[O:15])[C:7]=2[CH:6]=1)=[O:4]. The yield is 0.880. (5) The product is [Br:1][C:2]1[CH:3]=[C:4]([S:9]([NH2:17])(=[O:11])=[O:10])[CH:5]=[CH:6][C:7]=1[F:8]. The reactants are [Br:1][C:2]1[CH:3]=[C:4]([S:9](Cl)(=[O:11])=[O:10])[CH:5]=[CH:6][C:7]=1[F:8].C(Cl)Cl.[OH-].[NH4+:17].Cl. The catalyst is C1COCC1. The yield is 0.600.